Dataset: Forward reaction prediction with 1.9M reactions from USPTO patents (1976-2016). Task: Predict the product of the given reaction. (1) Given the reactants [CH2:1]([O:3][C:4](=[O:20])[C:5]1[CH:10]=[C:9]([O:11][C:12]([F:15])([F:14])[F:13])[C:8](Br)=[CH:7][C:6]=1[N+:17]([O-:19])=[O:18])[CH3:2].[C:21]([O:25][C:26]([N:28]1[CH2:33][CH2:32][N:31]([CH2:34]C2C=CC(C(OCC)=O)=CC=2C(F)(F)F)[CH2:30][CH2:29]1)=[O:27])([CH3:24])([CH3:23])[CH3:22], predict the reaction product. The product is: [C:21]([O:25][C:26]([N:28]1[CH2:33][CH2:32][N:31]([CH2:34][C:8]2[CH:7]=[C:6]([N+:17]([O-:19])=[O:18])[C:5]([C:4]([O:3][CH2:1][CH3:2])=[O:20])=[CH:10][C:9]=2[O:11][C:12]([F:15])([F:14])[F:13])[CH2:30][CH2:29]1)=[O:27])([CH3:24])([CH3:23])[CH3:22]. (2) Given the reactants [CH2:1](C1C(CNC2CC2)=NC2C(N=1)=CC=CC=2)C1C=CC=CC=1.[CH2:23]([C:30]1[C:31]([CH:40]([NH2:44])[CH:41]2[CH2:43][CH2:42]2)=[N:32][C:33]2[C:38]([N:39]=1)=[CH:37][CH:36]=[CH:35][CH:34]=2)[C:24]1[CH:29]=[CH:28][CH:27]=[CH:26][CH:25]=1.[C:45]([NH:52][CH:53]([CH3:56])C=O)([O:47][C:48]([CH3:51])([CH3:50])[CH3:49])=[O:46].[BH-](OC(C)=O)(OC(C)=O)OC(C)=O.[Na+], predict the reaction product. The product is: [C:48]([O:47][C:45](=[O:46])[NH:52][CH2:53][CH2:56][CH2:1][NH:44][CH:40]([C:31]1[C:30]([CH2:23][C:24]2[CH:25]=[CH:26][CH:27]=[CH:28][CH:29]=2)=[N:39][C:38]2[C:33](=[CH:34][CH:35]=[CH:36][CH:37]=2)[N:32]=1)[CH:41]1[CH2:42][CH2:43]1)([CH3:49])([CH3:50])[CH3:51].